The task is: Predict which catalyst facilitates the given reaction.. This data is from Catalyst prediction with 721,799 reactions and 888 catalyst types from USPTO. (1) Reactant: C(OC(=O)[NH:7][CH:8]1[CH2:13][CH2:12][N:11]([CH2:14][C:15]2[CH:20]=[CH:19][C:18]([F:21])=[CH:17][CH:16]=2)[CH2:10][CH2:9]1)(C)(C)C.FC(F)(F)C(O)=O. Product: [F:21][C:18]1[CH:17]=[CH:16][C:15]([CH2:14][N:11]2[CH2:10][CH2:9][CH:8]([NH2:7])[CH2:13][CH2:12]2)=[CH:20][CH:19]=1. The catalyst class is: 2. (2) Reactant: CC1C=CC(S(OCC2CC3C=CC=C(C4C=C(C(F)(F)F)C=C(C(F)(F)F)C=4)C=3O2)(=O)=O)=CC=1.[N-]=[N+]=[N-].[Na+].[N:40]([CH2:43][CH:44]1[CH2:48][C:47]2[CH:49]=[CH:50][CH:51]=[C:52]([C:53]3[CH:58]=[C:57]([C:59]([F:62])([F:61])[F:60])[CH:56]=[C:55]([C:63]([F:66])([F:65])[F:64])[CH:54]=3)[C:46]=2[O:45]1)=[N+]=[N-].[N-]=[N+]=[N-]. Product: [F:61][C:59]([F:60])([F:62])[C:57]1[CH:58]=[C:53]([C:52]2[C:46]3[O:45][CH:44]([CH2:43][NH2:40])[CH2:48][C:47]=3[CH:49]=[CH:50][CH:51]=2)[CH:54]=[C:55]([C:63]([F:64])([F:65])[F:66])[CH:56]=1. The catalyst class is: 45. (3) Reactant: C([N:4]1[C:12]2[C:7](=[CH:8][CH:9]=[CH:10][CH:11]=2)[C:6](=[C:13](OCC)[C:14]2[CH:19]=[CH:18][CH:17]=[CH:16][CH:15]=2)[C:5]1=[O:23])(=O)C.[CH3:24][S:25]([NH:28][C:29]1[CH:30]=[C:31]([CH:33]=[CH:34][CH:35]=1)[NH2:32])(=[O:27])=[O:26].[OH-].[Na+]. Product: [CH3:24][S:25]([NH:28][C:29]1[CH:30]=[C:31]([NH:32]/[C:13](=[C:6]2\[C:5](=[O:23])[NH:4][C:12]3[C:7]\2=[CH:8][CH:9]=[CH:10][CH:11]=3)/[C:14]2[CH:15]=[CH:16][CH:17]=[CH:18][CH:19]=2)[CH:33]=[CH:34][CH:35]=1)(=[O:27])=[O:26]. The catalyst class is: 121. (4) Reactant: [Br:1][C:2]1[CH:3]=[C:4]([O:12][CH3:13])[C:5]([O:10][CH3:11])=[C:6]([CH:9]=1)[CH:7]=[O:8].[BH4-].[Na+].Cl. Product: [Br:1][C:2]1[CH:3]=[C:4]([O:12][CH3:13])[C:5]([O:10][CH3:11])=[C:6]([CH:9]=1)[CH2:7][OH:8]. The catalyst class is: 214.